From a dataset of Experimentally validated miRNA-target interactions with 360,000+ pairs, plus equal number of negative samples. Binary Classification. Given a miRNA mature sequence and a target amino acid sequence, predict their likelihood of interaction. (1) The miRNA is hsa-miR-7114-3p with sequence UGACCCACCCCUCUCCACCAG. The protein sequence of the target gene is MNIMNTEQSQNSIVSRIKVFEGQTNIETSGLPKKPEITPRSLPPKPTVSSGKPSVAPKPAANRASGEWDSGTENRLKVTSKEGLTPYPPLQEAGSIPVTKPELPKKPNPGLIRSVNPEIPGRGPLAESSDSGKKVPTPAPRPLLLKKSVSSENPTYPSAPLKPVTVPPRLAGASQAKAYKSLGEGPPANPPVPVLQSKPLVDIDLISFDDDVLPTPSGNLAEESVGSEMVLDPFQLPAKTEPIKERAVQPAPTRKPTVIRIPAKPGKCLHEDPQSPPPLPAEKPIGNTFSTVSGKLSNVE.... Result: 0 (no interaction). (2) The protein sequence of the target gene is MEDQREALRKIITTLAMKNEETQTFIYSLKQMLLNVEANSAKVQEDLEAEFQSLTSVLEELKESMLMKIKQDRASRTYELQNQLAACTRALESSEELLETANQTLQASDSEDFSQAAKEIKDGITMAPAFRLSLKAKVSDNMSHLMVDFAQERQMLQALKFLPVPSAPTIDLAESLVSDNCVTLVWHMPDEDSKIDHYVLEYRKTNFEGPPRLKEDHPWMVVEGIRQTEHTLTGLKFDMKYMNIRVKACNKAVAGEFSEPVTLETPAFMFRLDGSTSHQNLRVEDLSAEWDAMGGKVQDI.... The miRNA is ath-miR172c with sequence AGAAUCUUGAUGAUGCUGCAG. Result: 0 (no interaction). (3) The miRNA is mmu-miR-130a-3p with sequence CAGUGCAAUGUUAAAAGGGCAU. The protein sequence of the target gene is MADEDGEGIHPSAPHRNGGGGGGSGLHCAGNGGGGGGGPRVVRIVKSESGYGFNVRGQVSEGGQLRSINGELYAPLQHVSAVLPGGAADRAGVRKGDRILEVNGVNVEGATHKQVVDLIRAGEKELILTVLSVPPHEADNLDPSDDSLGQSFYDYTEKQAVPISVPTYKHVEQNGEKFVVYNVYMAGRQLCSKRYREFAILHQNLKREFANFTFPRLPGKWPFSLSEQQLDARRRGLEEYLEKVCSIRVIGESDIMQEFLSESDENYNGVSDVELRVALPDGTTVTVRVKKNSTTDQVYQ.... Result: 1 (interaction). (4) The miRNA is hsa-miR-2861 with sequence GGGGCCUGGCGGUGGGCGG. Result: 0 (no interaction). The protein sequence of the target gene is MGAMAPRTLLLLLAAALAPTQTRAGPHSMRYFETAVSRPGLEEPRYISVGYVDNKEFVRFDSDAENPRYEPRAPWMEQEGPEYWERETQKAKGQEQWFRVSLRNLLGYYNQSAGGSHTLQQMSGCDLGSDWRLLRGYLQFAYEGRDYIALNEDLKTWTAADMAAQITRRKWEQSGAAEHYKAYLEGECVEWLHRYLKNGNATLLRTDSPKAHVTHHPRSKGEVTLRCWALGFYPADITLTWQLNGEELTQDMELVETRPAGDGTFQKWASVVVPLGKEQNYTCRVYHEGLPEPLTLRWEP.... (5) The miRNA is hsa-miR-192-3p with sequence CUGCCAAUUCCAUAGGUCACAG. The protein sequence of the target gene is MAWALKLPLADEVIESGLVQDFDASLSGIGQELGAGAYSMSDVLALPIFKQEESSLPPDNENEILPFQYVLCAATSPAVKLHDETLTYLNQGQSYEIRMLDNRKLGELPELNGKLVKSIFRVVFHDRRLQYTEHQQLEGWRWNRPGDRILDIDIPMSVGVIDPRANPTQLNTVEFLWDPSKRTSVFIQVHCISTEFTMRKHGGEKGVPFRVQIDTFKENGNGEYTEHLHSASCQIKVFKPKGADRKQKIDREKMEKRTPHEKEKYQPSYETTILTECSPWPEITYVNNSPSPGFNSSHSS.... Result: 0 (no interaction). (6) The miRNA is mmu-miR-182-5p with sequence UUUGGCAAUGGUAGAACUCACACCG. Result: 1 (interaction). The protein sequence of the target gene is MANSSLSQVLLMWKPGKIQKGPCSAEQQTLTSRLLRDTETCRRNFRNFPYPDVAGPRKALCQLRELCLKWLRPEVHSKEQILELLVLEQFLSILPGEVRTWVNSQYPESSEEVVALVEDLTQILEEEEAPQSSALPQDTPEDDPNHDPNPASQAGWLSDVVTKDLVTFNDVAVDITQEDWELMPPVQKELYKTVTLQNYWNMVSLGLTVYRPTVIPVLEEPWMVIKEIVEGPNPEWEPKAQAQCPAKHLPELKQDGTQTVKLEDSYDDDNDDSVESPPVCAFGMIHIDEEGFSVKSELSQ.... (7) Result: 0 (no interaction). The protein sequence of the target gene is MSTKSMIRDVELAEEVLSEKAGGPQGSRSCLCLSLFSFLLVAGATTLFCLLHFGVIGPQREEQSPGGPSINSPLVQTLRSSSQASSNKPVAHVVADINSPGQLRWWDSYANALMANGVKLEDNQLVVPADGLYLIYSQVLFRGQGCPSTPLFLTHTISRIAVSYQTKVNILSAIKSPCHRETPEWAEAKPWYEPIYQGGVFQLEKGDRLSAEINLPDYLDYAESGQVYFGIIAL. The miRNA is hsa-miR-372-3p with sequence AAAGUGCUGCGACAUUUGAGCGU. (8) The protein sequence of the target gene is MTERRRDELSEEINNLREKVMKQSEENNNLQSQVQKLTEENTTLREQVEPTPEDEDDDIELRGAAAAAAPPPPIEEECPEDLPEKFDGNPDMLAPFMAQCQIFMEKSTRDFSVDRVRVCFVTSMMTGRAARWASAKLERSHYLMHNYPAFMMEMKHVFEDPQRREVAKRKIRRLRQGMGSVIDYSNAFQMIAQDLDWNEPALIDQYHEGLSDHIQEELSHLEVAKSLSALIGQCIHIERRLARAAAARKPRSPPRALVLPHIASHHQVDPTEPVGGARMRLTQEEKERRRKLNLCLYCGT.... Result: 1 (interaction). The miRNA is hsa-miR-548b-5p with sequence AAAAGUAAUUGUGGUUUUGGCC.